This data is from Reaction yield outcomes from USPTO patents with 853,638 reactions. The task is: Predict the reaction yield, written as a fraction of the theoretical maximum amount of product (1.0 means a 100% yield; for example, 0.34 means a 34% yield). (1) The reactants are [C:1]([O:5][C:6]([N:8]1[CH2:12][CH2:11][CH2:10][C@@H:9]1[CH2:13][O:14][C:15]1[CH:20]=[CH:19][C:18]([OH:21])=[CH:17][CH:16]=1)=[O:7])([CH3:4])([CH3:3])[CH3:2].[CH3:22][O:23][C:24]1[CH:25]=[C:26]([CH:29]=[CH:30][CH:31]=1)[CH2:27]Br. No catalyst specified. The product is [C:1]([O:5][C:6]([N:8]1[CH2:12][CH2:11][CH2:10][C@@H:9]1[CH2:13][O:14][C:15]1[CH:20]=[CH:19][C:18]([O:21][CH2:27][C:26]2[CH:29]=[CH:30][CH:31]=[C:24]([O:23][CH3:22])[CH:25]=2)=[CH:17][CH:16]=1)=[O:7])([CH3:4])([CH3:2])[CH3:3]. The yield is 0.530. (2) The yield is 0.340. The reactants are [Cl:1][C:2]1[CH:7]=[CH:6][C:5]([N:8]([CH2:15][CH3:16])[CH:9]2[CH2:14][CH2:13][NH:12][CH2:11][CH2:10]2)=[CH:4][CH:3]=1.N1C(C)=CC=CC=1C.[I-].[K+].Br[CH2:28][CH2:29][CH:30]=[C:31]1[C:37]2[CH:38]=[CH:39][CH:40]=[N:41][C:36]=2[CH2:35][O:34][C:33]2[CH:42]=[CH:43][C:44]([C:46]([OH:49])([CH3:48])[CH3:47])=[CH:45][C:32]1=2. The product is [Cl:1][C:2]1[CH:7]=[CH:6][C:5]([N:8]([CH2:15][CH3:16])[CH:9]2[CH2:14][CH2:13][N:12]([CH2:28][CH2:29][CH:30]=[C:31]3[C:37]4[CH:38]=[CH:39][CH:40]=[N:41][C:36]=4[CH2:35][O:34][C:33]4[CH:42]=[CH:43][C:44]([C:46]([OH:49])([CH3:48])[CH3:47])=[CH:45][C:32]3=4)[CH2:11][CH2:10]2)=[CH:4][CH:3]=1. The catalyst is C(O)(C)C. (3) The reactants are [Br:1][C:2]1[CH:7]=[C:6]([F:8])[CH:5]=[CH:4][C:3]=1[F:9].C([N-]C(C)C)(C)C.[Li+].CN(C)[CH:20]=[O:21].C(O)(=O)C. The catalyst is O1CCCC1.O. The product is [Br:1][C:2]1[C:3]([F:9])=[CH:4][CH:5]=[C:6]([F:8])[C:7]=1[CH:20]=[O:21]. The yield is 0.420. (4) The reactants are [CH2:1]([S:3]([N:6]1[CH2:11][CH2:10][CH:9]([C:12]2[C:20]3[C:15](=[C:16]([C:29]([NH2:31])=[O:30])[CH:17]=[C:18]([C:21]4[CH:26]=[CH:25][CH:24]=[C:23]([CH:27]=O)[CH:22]=4)[CH:19]=3)[NH:14][CH:13]=2)[CH2:8][CH2:7]1)(=[O:5])=[O:4])[CH3:2].[S:32]1[CH:36]=[CH:35][C:34]([CH2:37][NH2:38])=[CH:33]1.[BH-](OC(C)=O)(OC(C)=O)OC(C)=O.[Na+]. The product is [CH2:1]([S:3]([N:6]1[CH2:7][CH2:8][CH:9]([C:12]2[C:20]3[C:15](=[C:16]([C:29]([NH2:31])=[O:30])[CH:17]=[C:18]([C:21]4[CH:26]=[CH:25][CH:24]=[C:23]([CH2:27][NH:38][CH2:37][C:34]5[CH:35]=[CH:36][S:32][CH:33]=5)[CH:22]=4)[CH:19]=3)[NH:14][CH:13]=2)[CH2:10][CH2:11]1)(=[O:5])=[O:4])[CH3:2]. No catalyst specified. The yield is 0.0780. (5) The reactants are [CH:1]1[C:10]2[C:5](=[CH:6][CH:7]=[CH:8][CH:9]=2)[CH:4]=[CH:3][C:2]=1[CH2:11][C:12]1[C:13]([C:34]#[N:35])=[C:14]([C:28]2[CH:33]=[CH:32][N:31]=[N:30][CH:29]=2)[S:15][C:16]=1[C:17]1[N:21]=[CH:20][N:19](C2CCCCO2)[N:18]=1.CO.Cl.O. No catalyst specified. The product is [CH:1]1[C:10]2[C:5](=[CH:6][CH:7]=[CH:8][CH:9]=2)[CH:4]=[CH:3][C:2]=1[CH2:11][C:12]1[C:13]([C:34]#[N:35])=[C:14]([C:28]2[CH:33]=[CH:32][N:31]=[N:30][CH:29]=2)[S:15][C:16]=1[C:17]1[NH:21][CH:20]=[N:19][N:18]=1. The yield is 0.603. (6) The reactants are [CH3:1][O:2][C:3]1[CH:11]=[CH:10][CH:9]=[C:8]2[C:4]=1[CH:5]([OH:22])[N:6]([C:13]([CH3:21])([C:15]1[CH:20]=[CH:19][CH:18]=[CH:17][CH:16]=1)[CH3:14])[C:7]2=[O:12].CN(CCN(C)C)C.C([Li])(CC)C.CCCCCC.[I:42]I. The catalyst is C1COCC1. The product is [CH3:1][O:2][C:3]1[CH:11]=[CH:10][C:9]([I:42])=[C:8]2[C:4]=1[CH:5]([OH:22])[N:6]([C:13]([CH3:14])([C:15]1[CH:20]=[CH:19][CH:18]=[CH:17][CH:16]=1)[CH3:21])[C:7]2=[O:12]. The yield is 0.770.